From a dataset of Experimentally validated miRNA-target interactions with 360,000+ pairs, plus equal number of negative samples. Binary Classification. Given a miRNA mature sequence and a target amino acid sequence, predict their likelihood of interaction. (1) The miRNA is hsa-miR-3170 with sequence CUGGGGUUCUGAGACAGACAGU. The protein sequence of the target gene is MNLRSVFTVEQQRILQRYYENGMTNQSKNCFQLILQCAQETKLDFSVVRTWVGNKRRKMSSKSCESGAAGTVSGTSLAAPDITVRNVVNIARPSSQQSSWTSANNDVIVTGIYSPVSSSSKQGTTKHTNTQITEAHKIPIQKAANKNDTELQLHIPVQRQVAHCKNASVLLGEKTIILSRQTSVLNAGNSVYNHTKKSYGSSPVQASEMTVPQKPSVCQRPCKIEPVGIQRSYKPEHAGLASHNLCGQKPTIRDPCCRTQNLEIREVFSLAVSDYPQRILGGNSTQKPASAEGTCLSIAM.... Result: 0 (no interaction). (2) The miRNA is hsa-miR-550b-3p with sequence UCUUACUCCCUCAGGCACUG. The protein sequence of the target gene is MAASDTERDGLAPEKTSPDRDKKKEQSEVSVSPRASKHHYSRSRSRSRERKRKSDNEGRKHRSRSRSKEGRRHESKDKSSKKHKSEEHNDKEHSSDKGRERLNSSENGEDRHKRKERKSSRGRSHSRSRSRERRHRSRSRERKKSRSRSRERKKSRSRSRERKKSRSRSRERKRRIRSRSRSRSRHRHRTRSRSRTRSRSRDRKKRIEKPRRFSRSLSRTPSPPPFRGRNTAMDAQEALARRLERAKKLQEQREKEMVEKQKQQEIAAAAATGGSVLNVAALLASGTQVTPQIAMAAQMA.... Result: 0 (no interaction). (3) The miRNA is hsa-miR-383-3p with sequence ACAGCACUGCCUGGUCAGA. The protein sequence of the target gene is MDAVLACRLRGRGNRVAALRPRPRPGGSAGPSPFALLCAGLSPEPRAGVGSEFPAWFLGGSSQRRNMALLGSRAELEADEDVFEDALETISISSHSDMATSSLHFASCDTQQAPRQRGASTVSSSSSTKVDLKSGLEECAVALNLFLSNKFTDALELLRPWAKESMYHALGYSTIVVLQAVLTFEQQDIQNGISAMKDALQTCQKYRKKYTVVESFSSLLSRGSLEQLSEEEMHAEICYAECLLQKAALTFVQDENMINFIKGGLKIRTSYQIYKECLSILHEIQKNKLQQEFFYEFEGG.... Result: 1 (interaction). (4) The miRNA is mmu-miR-363-5p with sequence CAGGUGGAACACGAUGCAAUUU. The protein sequence of the target gene is MVLMQDKGSSQQWPGLGGEGGGTGPLSMLRAALLLISLPWGAQGTASTSLSTAGGHTVPPTGGRYLSIGDGSVMEFEFPEDSEGIIVISSQYPGQANRTAPGPMLRVTSLDTEVLTIKNVSAITWGGGGGFVVSIHSGLAGLAPLHIQLVDAHEAPPTLIEERRDFCIKVSPAEDTPATLSADLAHFSENPILYLLLPLIFVNKCSFGCKVELEVLKGLMQSPQPMLLGLLGQFLVMPLYAFLMAKVFMLPKALALGLIITCSSPGGGGSYLFSLLLGGDVTLAISMTFLSTVAATGFLP.... Result: 0 (no interaction). (5) The miRNA is mmu-miR-3473c with sequence UCUCUCCAGCCCCCAUAAUAAG. The protein sequence of the target gene is MALWRAYQRALAAHPWKVQVLTAGSLMGVGDMISQQLVERRGLQQHQAGRTLTMVSLGCGFVGPVVGGWYKVLDHLIPGTTKVHALKKMLLDQGGFAPCFLGCFLPLVGILNGMSAQDNWAKLKRDYPDALITNYYLWPAVQLANFYLVPLHYRLAVVQCVAIVWNSYLSWKAHQF. Result: 1 (interaction).